This data is from Forward reaction prediction with 1.9M reactions from USPTO patents (1976-2016). The task is: Predict the product of the given reaction. Given the reactants [CH2:1]([O:8][C:9]1[C:14](=[O:15])[CH:13]=[C:12]([CH:16]([F:18])[F:17])[O:11][C:10]=1[CH:19](O)[CH3:20])[C:2]1[CH:7]=[CH:6][CH:5]=[CH:4][CH:3]=1.O=S(Cl)Cl.CCOC(C)=O.Cl, predict the reaction product. The product is: [CH2:1]([O:8][C:9]1[C:14](=[O:15])[CH:13]=[C:12]([CH:16]([F:18])[F:17])[O:11][C:10]=1[CH2:19][CH3:20])[C:2]1[CH:3]=[CH:4][CH:5]=[CH:6][CH:7]=1.